From a dataset of Reaction yield outcomes from USPTO patents with 853,638 reactions. Predict the reaction yield, written as a fraction of the theoretical maximum amount of product (1.0 means a 100% yield; for example, 0.34 means a 34% yield). The reactants are FC(F)(F)C([NH:5][C@@H:6]1[C:15]2[C:10](=[CH:11][CH:12]=[CH:13][CH:14]=2)[C@@H:9]([OH:16])[CH2:8][CH2:7]1)=O.[OH-].[Na+]. The catalyst is CO.O.C(Cl)Cl. The product is [NH2:5][C@@H:6]1[C:15]2[C:10](=[CH:11][CH:12]=[CH:13][CH:14]=2)[C@@H:9]([OH:16])[CH2:8][CH2:7]1. The yield is 0.840.